From a dataset of Full USPTO retrosynthesis dataset with 1.9M reactions from patents (1976-2016). Predict the reactants needed to synthesize the given product. Given the product [CH3:15][C:2]1([NH:1][CH2:17][C:18](=[O:19])[NH:20][C:21]2[CH:26]=[CH:25][C:24]([O:27][C:28]3[CH:29]=[CH:30][CH:31]=[CH:32][CH:33]=3)=[CH:23][CH:22]=2)[CH2:3][CH2:4][N:5]([C:8]([O:10][C:11]([CH3:14])([CH3:13])[CH3:12])=[O:9])[CH2:6][CH2:7]1, predict the reactants needed to synthesize it. The reactants are: [NH2:1][C:2]1([CH3:15])[CH2:7][CH2:6][N:5]([C:8]([O:10][C:11]([CH3:14])([CH3:13])[CH3:12])=[O:9])[CH2:4][CH2:3]1.Br[CH2:17][C:18]([NH:20][C:21]1[CH:26]=[CH:25][C:24]([O:27][C:28]2[CH:33]=[CH:32][CH:31]=[CH:30][CH:29]=2)=[CH:23][CH:22]=1)=[O:19].C(=O)([O-])[O-].[K+].[K+].